Task: Regression. Given two drug SMILES strings and cell line genomic features, predict the synergy score measuring deviation from expected non-interaction effect.. Dataset: NCI-60 drug combinations with 297,098 pairs across 59 cell lines (1) Drug 1: CC1=C2C(C(=O)C3(C(CC4C(C3C(C(C2(C)C)(CC1OC(=O)C(C(C5=CC=CC=C5)NC(=O)OC(C)(C)C)O)O)OC(=O)C6=CC=CC=C6)(CO4)OC(=O)C)O)C)O. Drug 2: N.N.Cl[Pt+2]Cl. Cell line: U251. Synergy scores: CSS=49.9, Synergy_ZIP=-4.41, Synergy_Bliss=-1.88, Synergy_Loewe=0.336, Synergy_HSA=1.06. (2) Drug 1: CC=C1C(=O)NC(C(=O)OC2CC(=O)NC(C(=O)NC(CSSCCC=C2)C(=O)N1)C(C)C)C(C)C. Drug 2: C1CN(P(=O)(OC1)NCCCl)CCCl. Cell line: BT-549. Synergy scores: CSS=39.9, Synergy_ZIP=0.983, Synergy_Bliss=2.85, Synergy_Loewe=-41.6, Synergy_HSA=-1.55. (3) Drug 1: C1CN1C2=NC(=NC(=N2)N3CC3)N4CC4. Drug 2: CC1=CC2C(CCC3(C2CCC3(C(=O)C)OC(=O)C)C)C4(C1=CC(=O)CC4)C. Cell line: ACHN. Synergy scores: CSS=40.5, Synergy_ZIP=-3.07, Synergy_Bliss=-7.25, Synergy_Loewe=-25.3, Synergy_HSA=-7.95. (4) Drug 1: C1=CC(=CC=C1CC(C(=O)O)N)N(CCCl)CCCl.Cl. Drug 2: C1CN(CCN1C(=O)CCBr)C(=O)CCBr. Cell line: SW-620. Synergy scores: CSS=36.3, Synergy_ZIP=-5.37, Synergy_Bliss=2.28, Synergy_Loewe=-1.75, Synergy_HSA=0.209. (5) Drug 1: C1CCC(CC1)NC(=O)N(CCCl)N=O. Drug 2: CCCS(=O)(=O)NC1=C(C(=C(C=C1)F)C(=O)C2=CNC3=C2C=C(C=N3)C4=CC=C(C=C4)Cl)F. Cell line: SF-295. Synergy scores: CSS=49.9, Synergy_ZIP=5.73, Synergy_Bliss=7.05, Synergy_Loewe=6.75, Synergy_HSA=7.64. (6) Drug 1: C1=C(C(=O)NC(=O)N1)F. Drug 2: C1=NC(=NC(=O)N1C2C(C(C(O2)CO)O)O)N. Cell line: HS 578T. Synergy scores: CSS=34.1, Synergy_ZIP=-8.81, Synergy_Bliss=-1.66, Synergy_Loewe=-0.794, Synergy_HSA=-0.591. (7) Drug 1: C1CN1C2=NC(=NC(=N2)N3CC3)N4CC4. Drug 2: CC1C(C(CC(O1)OC2CC(CC3=C2C(=C4C(=C3O)C(=O)C5=C(C4=O)C(=CC=C5)OC)O)(C(=O)CO)O)N)O.Cl. Cell line: CAKI-1. Synergy scores: CSS=42.6, Synergy_ZIP=-5.78, Synergy_Bliss=-4.59, Synergy_Loewe=-0.957, Synergy_HSA=0.964.